The task is: Regression. Given a peptide amino acid sequence and an MHC pseudo amino acid sequence, predict their binding affinity value. This is MHC class I binding data.. This data is from Peptide-MHC class I binding affinity with 185,985 pairs from IEDB/IMGT. (1) The peptide sequence is RSQSPRRRR. The MHC is Patr-A0101 with pseudo-sequence Patr-A0101. The binding affinity (normalized) is 0.238. (2) The peptide sequence is AEMRETHWL. The MHC is HLA-A01:01 with pseudo-sequence HLA-A01:01. The binding affinity (normalized) is 0.0847. (3) The peptide sequence is KMYWITRSK. The MHC is HLA-A23:01 with pseudo-sequence HLA-A23:01. The binding affinity (normalized) is 0.0847. (4) The MHC is HLA-A01:01 with pseudo-sequence HLA-A01:01. The binding affinity (normalized) is 0. The peptide sequence is AEDMLNPNY.